Dataset: Full USPTO retrosynthesis dataset with 1.9M reactions from patents (1976-2016). Task: Predict the reactants needed to synthesize the given product. Given the product [OH:25][C@H:3]1[C@@H:2]([O:1][CH2:13][CH2:15][O:16][CH3:17])[C:11]2[CH:10]=[CH:9][N:8]3[C:12]([CH3:18])=[C:13]([CH2:15][O:16][CH3:17])[N:14]=[C:7]3[C:6]=2[NH:5][C@@H:4]1[C:19]1[CH:20]=[CH:21][CH:22]=[CH:23][CH:24]=1.[OH:25][C@H:3]1[C@H:2]([O:1][CH2:13][CH2:15][O:16][CH3:17])[C:11]2[CH:10]=[CH:9][N:8]3[C:12]([CH3:18])=[C:13]([CH2:15][O:16][CH3:17])[N:14]=[C:7]3[C:6]=2[NH:5][C@@H:4]1[C:19]1[CH:20]=[CH:21][CH:22]=[CH:23][CH:24]=1, predict the reactants needed to synthesize it. The reactants are: [OH:1][C@@H:2]1[C:11]2[CH:10]=[CH:9][N:8]3[C:12]([CH3:18])=[C:13]([CH2:15][O:16][CH3:17])[N:14]=[C:7]3[C:6]=2[NH:5][C@H:4]([C:19]2[CH:24]=[CH:23][CH:22]=[CH:21][CH:20]=2)[C@H:3]1[OH:25].CS(O)(=O)=O.ClCCl.